Dataset: Full USPTO retrosynthesis dataset with 1.9M reactions from patents (1976-2016). Task: Predict the reactants needed to synthesize the given product. (1) Given the product [CH2:20]1[C:19]2([CH2:24][N:25]([C:2]3[C:3]4[CH:10]=[CH:9][NH:8][C:4]=4[N:5]=[CH:6][N:7]=3)[CH2:26][CH2:27][NH:18]2)[CH2:23][CH2:22][CH2:21]1, predict the reactants needed to synthesize it. The reactants are: Cl[C:2]1[C:3]2[CH:10]=[CH:9][NH:8][C:4]=2[N:5]=[CH:6][N:7]=1.C(OC([N:18]1[CH2:27][CH2:26][NH:25][CH2:24][C:19]21[CH2:23][CH2:22][CH2:21][CH2:20]2)=O)(C)(C)C. (2) Given the product [Cl:13][C:10]1[CH:9]=[CH:8][C:7]([CH:5]2[C:4](=[O:14])[C:3]([O:15][S:25]([CH2:23][CH3:24])(=[O:27])=[O:26])=[C:2]([NH2:1])[O:6]2)=[CH:12][CH:11]=1, predict the reactants needed to synthesize it. The reactants are: [NH2:1][C:2]1[O:6][CH:5]([C:7]2[CH:12]=[CH:11][C:10]([Cl:13])=[CH:9][CH:8]=2)[C:4](=[O:14])[C:3]=1[OH:15].C(N(CC)CC)C.[CH2:23]([S:25](Cl)(=[O:27])=[O:26])[CH3:24].[Cl-].[NH4+].